From a dataset of Full USPTO retrosynthesis dataset with 1.9M reactions from patents (1976-2016). Predict the reactants needed to synthesize the given product. (1) Given the product [NH2:1][C:2]1[C:11]([C:12]#[N:13])=[C:10]([NH:24][CH2:18][C:19]2[O:23][CH:22]=[CH:21][CH:20]=2)[C:9]2[C:4](=[CH:5][CH:6]=[C:7]([N:15]([CH3:17])[CH3:16])[CH:8]=2)[N:3]=1, predict the reactants needed to synthesize it. The reactants are: [NH2:1][C:2]1[C:11]([C:12]#[N:13])=[C:10](Cl)[C:9]2[C:4](=[CH:5][CH:6]=[C:7]([N:15]([CH3:17])[CH3:16])[CH:8]=2)[N:3]=1.[CH2:18]([NH2:24])[C:19]1[O:23][CH:22]=[CH:21][CH:20]=1. (2) Given the product [CH2:1]([N:3]1[CH:7]=[C:6]([CH:8]=[O:9])[C:5]([O:10][CH2:11][C:12]2[CH:17]=[CH:16][C:15]([O:18][CH2:19][C:20]3[N:21]=[C:22]([C:26]4[O:27][CH:28]=[CH:29][CH:30]=4)[O:23][C:24]=3[CH3:25])=[C:14]([O:31][CH3:32])[CH:13]=2)=[N:4]1)[CH3:2], predict the reactants needed to synthesize it. The reactants are: [CH2:1]([N:3]1[CH:7]=[C:6]([CH2:8][OH:9])[C:5]([O:10][CH2:11][C:12]2[CH:17]=[CH:16][C:15]([O:18][CH2:19][C:20]3[N:21]=[C:22]([C:26]4[O:27][CH:28]=[CH:29][CH:30]=4)[O:23][C:24]=3[CH3:25])=[C:14]([O:31][CH3:32])[CH:13]=2)=[N:4]1)[CH3:2]. (3) Given the product [F:19][C:12]([F:11])([F:18])[CH:13]([OH:15])[CH2:3][CH:2]=[CH2:1], predict the reactants needed to synthesize it. The reactants are: [CH2:1]([Mg]Br)[CH:2]=[CH2:3].C(OCC)C.[F:11][C:12]([F:19])([F:18])[C:13]([O:15]CC)=O.CC(O)C.Cl. (4) Given the product [Cl:20][C:21]1[CH:26]=[C:25]2[C:24](=[CH:23][C:22]=1[F:43])[C:27]([CH3:41])([CH3:42])[C:28](=[O:29])[C:30]([C:36]([O:38][CH2:39][CH3:40])=[O:37])=[C:31]2[OH:32], predict the reactants needed to synthesize it. The reactants are: O=P12OP3(OP(OP(O3)(O1)=O)(=O)O2)=O.OS(O)(=O)=O.[Cl:20][C:21]1[CH:26]=[CH:25][C:24]([C:27]([CH3:42])([CH3:41])[C:28]([CH:30]([C:36]([O:38][CH2:39][CH3:40])=[O:37])[C:31](OCC)=[O:32])=[O:29])=[CH:23][C:22]=1[F:43]. (5) Given the product [F:8][C:9]1[N:14]=[CH:13][C:12]([NH:15][CH2:18][CH2:19][O:20][CH:21]2[CH2:26][CH2:25][CH2:24][CH2:23][O:22]2)=[C:11]([I:16])[CH:10]=1, predict the reactants needed to synthesize it. The reactants are: OC(C(F)(F)F)=O.[F:8][C:9]1[N:14]=[CH:13][C:12]([NH2:15])=[C:11]([I:16])[CH:10]=1.Br[CH2:18][CH2:19][O:20][CH:21]1[CH2:26][CH2:25][CH2:24][CH2:23][O:22]1.[OH-].[K+].[F-].[K+]. (6) Given the product [CH:19]([N:18]1[C:14]([C:12]2[N:13]=[C:6]3[C:5]4[CH:22]=[CH:23][C:2]([C:28]5[N:29]=[C:25]([CH3:24])[N:26]([CH2:34][O:35][CH2:36][CH2:37][Si:38]([CH3:41])([CH3:40])[CH3:39])[CH:27]=5)=[CH:3][C:4]=4[O:10][CH2:9][CH2:8][N:7]3[CH:11]=2)=[N:15][CH:16]=[N:17]1)([CH3:21])[CH3:20], predict the reactants needed to synthesize it. The reactants are: Br[C:2]1[CH:23]=[CH:22][C:5]2[C:6]3[N:7]([CH:11]=[C:12]([C:14]4[N:18]([CH:19]([CH3:21])[CH3:20])[N:17]=[CH:16][N:15]=4)[N:13]=3)[CH2:8][CH2:9][O:10][C:4]=2[CH:3]=1.[CH3:24][C:25]1[N:26]([CH2:34][O:35][CH2:36][CH2:37][Si:38]([CH3:41])([CH3:40])[CH3:39])[CH:27]=[C:28]([Sn](C)(C)C)[N:29]=1.CC1N(COCC[Si](C)(C)C)C([Sn](C)(C)C)=CN=1. (7) Given the product [C:35]([N:32]1[CH2:33][CH2:34][CH:29]([C:26]2[CH:27]=[C:28]3[C:23](=[CH:24][CH:25]=2)[NH:22][N:21]=[C:20]3[C:18]2[N:17]=[N:16][N:15]([C:12]3[CH:13]=[CH:14][C:9]([C:7]([N:1]4[CH2:2][CH2:3][O:4][CH2:5][CH2:6]4)=[O:8])=[CH:10][CH:11]=3)[CH:19]=2)[CH2:30][CH2:31]1)(=[O:37])[CH3:36], predict the reactants needed to synthesize it. The reactants are: [N:1]1([C:7]([C:9]2[CH:14]=[CH:13][C:12]([N:15]3[CH:19]=[C:18]([C:20]4[C:28]5[C:23](=[CH:24][CH:25]=[C:26]([CH:29]6[CH2:34][CH2:33][NH:32][CH2:31][CH2:30]6)[CH:27]=5)[NH:22][N:21]=4)[N:17]=[N:16]3)=[CH:11][CH:10]=2)=[O:8])[CH2:6][CH2:5][O:4][CH2:3][CH2:2]1.[C:35](Cl)(=[O:37])[CH3:36]. (8) Given the product [OH:10][CH:9]([OH:11])[CH2:8][CH2:14][N:1]1[CH2:6][CH2:5][NH:4][CH2:3][CH2:2]1, predict the reactants needed to synthesize it. The reactants are: [NH:1]1[CH2:6][CH2:5][NH:4][CH2:3][CH2:2]1.Br[CH:8]([C:14](OCC)=O)[C:9]([O:11]CC)=[O:10].N1(C(C(OCC)=O)C(OCC)=O)CCNCC1.[H-].[Al+3].[Li+].[H-].[H-].[H-]. (9) Given the product [F:54][C:51]([F:52])([F:53])[C:48]1[CH:49]=[CH:50][C:45]([NH:44][C:41]([C:33]2[C:32]3[C:36](=[CH:37][C:29]([Cl:28])=[CH:30][CH:31]=3)[N:35]([CH:38]([CH3:39])[CH3:40])[CH:34]=2)=[O:43])=[N:46][CH:47]=1, predict the reactants needed to synthesize it. The reactants are: C1(P(C2C=CC=CC=2)C2C=CC=CC=2)C=CC=CC=1.BrN1C(=O)CCC1=O.[Cl:28][C:29]1[CH:37]=[C:36]2[C:32]([C:33]([C:41]([OH:43])=O)=[CH:34][N:35]2[CH:38]([CH3:40])[CH3:39])=[CH:31][CH:30]=1.[NH2:44][C:45]1[CH:50]=[CH:49][C:48]([C:51]([F:54])([F:53])[F:52])=[CH:47][N:46]=1.C(=O)(O)[O-].[Na+]. (10) Given the product [CH2:8]([O:15][C:16]([N:18]([CH2:28][CH2:29][C:30]1[CH:35]=[CH:34][CH:33]=[C:32]([F:36])[CH:31]=1)[CH2:19][CH2:20][C:21]([OH:23])=[O:22])=[O:17])[C:9]1[CH:10]=[CH:11][CH:12]=[CH:13][CH:14]=1, predict the reactants needed to synthesize it. The reactants are: FC(F)(F)C(O)=O.[CH2:8]([O:15][C:16]([N:18]([CH2:28][CH2:29][C:30]1[CH:35]=[CH:34][CH:33]=[C:32]([F:36])[CH:31]=1)[CH2:19][CH2:20][C:21]([O:23]C(C)(C)C)=[O:22])=[O:17])[C:9]1[CH:14]=[CH:13][CH:12]=[CH:11][CH:10]=1.